From a dataset of Drug-target binding data from BindingDB using IC50 measurements. Regression. Given a target protein amino acid sequence and a drug SMILES string, predict the binding affinity score between them. We predict pIC50 (pIC50 = -log10(IC50 in M); higher means more potent). Dataset: bindingdb_ic50. (1) The compound is OC(CN1CCNCC1)Cn1c2ccc(Br)cc2c2cc(Br)ccc21. The target protein (P06856) has sequence MDVRCINWFESHGENRFLYLKSRCRNGETVFIRFPHYFYYVVTDEIYQSLSPPPFNARPLGKMRTIDIDETISYNLDIKDRKCSVADMWLIEEPKKRSIQNATMDEFLNISWFYISNGISPDGCYSLDEQYLTKINNGCYHCDDPRNCFAKKIPRFDIPRSYLFLDIECHFDKKFPSVFINPISHTSYCYIDLSGKRLLFTLINEEMLTEQEIQEAVDRGCLRIQSLMEMDYERELVLCSEIVLLRIAKQLLELTFDYVVTFNGHNFDLRYITNRLELLTGEKIIFRSPDKKEAVYLCIYERNQSSHKGVGGMANTTFHVNNNNGTIFFDLYSFIQKSEKLDSYKLDSISKNAFSCMGKVLNRGVREMTFIGDDTTDAKGKAAAFAKVLTTGNYVTVDEDIICKVIRKDIWENGFKVVLLCPTLPNDTYKLSFGKDDVDLAQMYKDYNLNIALDMARYCIHDACLCQYLWEYYGVETKTDAGASTYVLPQSMVFEYRAST.... The pIC50 is 5.2. (2) The small molecule is O=C1CN=C(n2cnc(C3CC3)c2)C=C2c3cccc(-n4nccn4)c3CCN12. The target protein (Q13255) has sequence MVGLLLFFFPAIFLEVSLLPRSPGRKVLLAGASSQRSVARMDGDVIIGALFSVHHQPPAEKVPERKCGEIREQYGIQRVEAMFHTLDKINADPVLLPNITLGSEIRDSCWHSSVALEQSIEFIRDSLISIRDEKDGINRCLPDGQSLPPGRTKKPIAGVIGPGSSSVAIQVQNLLQLFDIPQIAYSATSIDLSDKTLYKYFLRVVPSDTLQARAMLDIVKRYNWTYVSAVHTEGNYGESGMDAFKELAAQEGLCIAHSDKIYSNAGEKSFDRLLRKLRERLPKARVVVCFCEGMTVRGLLSAMRRLGVVGEFSLIGSDGWADRDEVIEGYEVEANGGITIKLQSPEVRSFDDYFLKLRLDTNTRNPWFPEFWQHRFQCRLPGHLLENPNFKRICTGNESLEENYVQDSKMGFVINAIYAMAHGLQNMHHALCPGHVGLCDAMKPIDGSKLLDFLIKSSFIGVSGEEVWFDEKGDAPGRYDIMNLQYTEANRYDYVHVGTW.... The pIC50 is 5.8. (3) The drug is CC(C)=CC(=O)CC[C@H](NC(=O)OC(C)(C)C)C(=O)N1CC2[C@@H]([C@H]1C(=O)NC(CC1CCC1)C(=O)C(N)=O)C2(C)C. The target protein sequence is APITAYAQQTRGLLGCIITSLTGRDKNQVEGEVQIVSTAAQTFLATCINGVCWTVYHGAGTRTIASPKGPVIQMYTNVDQDLVGWPAPQGARSLTPCTCGSSDLYLVTRHADVIPVRRRGDSRGSLLSPRPISYLKGSSGGPLLCPAGHAVGLFKAAVCTRGVAKAVDFIPVENLETTMRS. The pIC50 is 6.0. (4) The compound is CC[C@H](C)[C@H](NC(=O)[C@@H]1CSSC[C@H](NC(=O)[C@@H](NC(C)=O)[C@@H](C)CC)C(=O)N[C@@H](C(C)C)C(=O)N[C@@H](Cc2ccc(OP(=O)(O)O)cc2)C(=O)N[C@@H](CCC(N)=O)C(=O)N[C@H](CC(=O)O)C(=O)N[C@@H](Cc2c[nH]c3ccccc23)C(=O)NCC(=O)N[C@@H](C)C(=O)N[C@H](Cc2cnc[nH]2)C(=O)N[C@@H](CCCNC(=N)N)C(=O)N1)C(N)=O. The target protein (P01024) has sequence MGPTSGPSLLLLLLTHLPLALGSPMYSIITPNILRLESEETMVLEAHDAQGDVPVTVTVHDFPGKKLVLSSEKTVLTPATNHMGNVTFTIPANREFKSEKGRNKFVTVQATFGTQVVEKVVLVSLQSGYLFIQTDKTIYTPGSTVLYRIFTVNHKLLPVGRTVMVNIENPEGIPVKQDSLSSQNQLGVLPLSWDIPELVNMGQWKIRAYYENSPQQVFSTEFEVKEYVLPSFEVIVEPTEKFYYIYNEKGLEVTITARFLYGKKVEGTAFVIFGIQDGEQRISLPESLKRIPIEDGSGEVVLSRKVLLDGVQNPRAEDLVGKSLYVSATVILHSGSDMVQAERSGIPIVTSPYQIHFTKTPKYFKPGMPFDLMVFVTNPDGSPAYRVPVAVQGEDTVQSLTQGDGVAKLSINTHPSQKPLSITVRTKKQELSEAEQATRTMQALPYSTVGNSNNYLHLSVLRTELRPGETLNVNFLLRMDRAHEAKIRYYTYLIMNKGRL.... The pIC50 is 5.0. (5) The compound is O=C(O)c1cc2c(CCc3cccc(C(F)(F)F)c3)c(-c3ccccc3)oc2cc1O. The target protein (P29350) has sequence MVRWFHRDLSGLDAETLLKGRGVHGSFLARPSRKNQGDFSLSVRVGDQVTHIRIQNSGDFYDLYGGEKFATLTELVEYYTQQQGVLQDRDGTIIHLKYPLNCSDPTSERWYHGHMSGGQAETLLQAKGEPWTFLVRESLSQPGDFVLSVLSDQPKAGPGSPLRVTHIKVMCEGGRYTVGGLETFDSLTDLVEHFKKTGIEEASGAFVYLRQPYYATRVNAADIENRVLELNKKQESEDTAKAGFWEEFESLQKQEVKNLHQRLEGQRPENKGKNRYKNILPFDHSRVILQGRDSNIPGSDYINANYIKNQLLGPDENAKTYIASQGCLEATVNDFWQMAWQENSRVIVMTTREVEKGRNKCVPYWPEVGMQRAYGPYSVTNCGEHDTTEYKLRTLQVSPLDNGDLIREIWHYQYLSWPDHGVPSEPGGVLSFLDQINQRQESLPHAGPIIVHCSAGIGRTGTIIVIDMLMENISTKGLDCDIDIQKTIQMVRAQRSGMVQ.... The pIC50 is 5.3.